This data is from Full USPTO retrosynthesis dataset with 1.9M reactions from patents (1976-2016). The task is: Predict the reactants needed to synthesize the given product. (1) The reactants are: [F:1][C:2]([F:14])([F:13])[S:3][C:4]1[CH:12]=[CH:11][C:7]([C:8]([OH:10])=O)=[CH:6][CH:5]=1.[CH3:15][N:16]1[C:24]2[C:19](=[CH:20][C:21]([CH2:25][NH2:26])=[CH:22][CH:23]=2)[CH:18]=[CH:17]1.N. Given the product [CH3:15][N:16]1[C:24]2[C:19](=[CH:20][C:21]([CH2:25][NH:26][C:8](=[O:10])[C:7]3[CH:6]=[CH:5][C:4]([S:3][C:2]([F:1])([F:14])[F:13])=[CH:12][CH:11]=3)=[CH:22][CH:23]=2)[CH:18]=[CH:17]1, predict the reactants needed to synthesize it. (2) Given the product [C:13]1([S:19]([N:22]2[C:26]3[N:27]=[CH:28][N:29]=[C:30]([Cl:31])[C:25]=3[CH:24]=[C:23]2[CH3:32])(=[O:21])=[O:20])[CH:14]=[CH:15][CH:16]=[CH:17][CH:18]=1, predict the reactants needed to synthesize it. The reactants are: C(NC(C)C)(C)C.C([Li])CCC.[C:13]1([S:19]([N:22]2[C:26]3[N:27]=[CH:28][N:29]=[C:30]([Cl:31])[C:25]=3[CH:24]=[C:23]2[C:32]2C=CC=CC=2)(=[O:21])=[O:20])[CH:18]=[CH:17][CH:16]=[CH:15][CH:14]=1.IC. (3) Given the product [CH2:1]([N:8]1[CH:13]=[C:12]([C:14]2[C:15]([CH3:20])=[N:16][O:17][C:18]=2[CH3:19])[CH:11]=[C:10]([NH:23][C:24]2[CH:29]=[CH:28][CH:27]=[CH:26][CH:25]=2)[C:9]1=[O:22])[C:2]1[CH:7]=[CH:6][CH:5]=[CH:4][CH:3]=1, predict the reactants needed to synthesize it. The reactants are: [CH2:1]([N:8]1[CH:13]=[C:12]([C:14]2[C:15]([CH3:20])=[N:16][O:17][C:18]=2[CH3:19])[CH:11]=[C:10](Cl)[C:9]1=[O:22])[C:2]1[CH:7]=[CH:6][CH:5]=[CH:4][CH:3]=1.[NH2:23][C:24]1[CH:29]=[CH:28][CH:27]=[CH:26][CH:25]=1.C1C=CC(P(C2C(C3C(P(C4C=CC=CC=4)C4C=CC=CC=4)=CC=C4C=3C=CC=C4)=C3C(C=CC=C3)=CC=2)C2C=CC=CC=2)=CC=1.C([O-])([O-])=O.[Cs+].[Cs+]. (4) The reactants are: C1(P(C2C=CC=CC=2)C2C=CC=CC=2)C=CC=CC=1.[CH3:20][S:21]([C:24]1[CH:29]=[CH:28][C:27](B(O)O)=[CH:26][CH:25]=1)(=[O:23])=[O:22].Br[C:34]1[CH:39]=[CH:38][C:37]([C:40]2[O:41][C:42]([CH3:54])=[C:43]([CH2:45][CH2:46][N:47]3[CH2:51][CH2:50][C@H:49]([O:52][CH3:53])[CH2:48]3)[N:44]=2)=[CH:36][CH:35]=1.C(=O)([O-])[O-].[K+].[K+]. Given the product [CH3:53][O:52][C@H:49]1[CH2:50][CH2:51][N:47]([CH2:46][CH2:45][C:43]2[N:44]=[C:40]([C:37]3[CH:38]=[CH:39][C:34]([C:27]4[CH:28]=[CH:29][C:24]([S:21]([CH3:20])(=[O:23])=[O:22])=[CH:25][CH:26]=4)=[CH:35][CH:36]=3)[O:41][C:42]=2[CH3:54])[CH2:48]1, predict the reactants needed to synthesize it. (5) Given the product [NH2:8][C:6]1[CH:5]=[CH:4][N:3]([CH2:12][CH2:13][CH2:14][CH2:15][CH2:16][CH2:17][O:18][CH:19]2[CH2:24][CH2:23][CH2:22][CH2:21][O:20]2)[C:2](=[O:1])[N:7]=1, predict the reactants needed to synthesize it. The reactants are: [O:1]=[C:2]1[N:7]=[C:6]([NH:8]C(=O)C)[CH:5]=[CH:4][N:3]1[CH2:12][CH2:13][CH2:14][CH2:15][CH2:16][CH2:17][O:18][CH:19]1[CH2:24][CH2:23][CH2:22][CH2:21][O:20]1. (6) Given the product [C:54]([Si:58]([CH3:59])([CH3:60])[O:61][CH2:62][C:63]([CH3:67])([CH3:66])[C:64]#[C:65][C:2]1[CH:3]=[CH:4][C:5]2[N:9]=[C:8]([CH3:10])[N:7]([C:11]3[N:16]=[CH:15][N:14]=[C:13]([NH2:17])[N:12]=3)[C:6]=2[CH:18]=1)([CH3:56])([CH3:57])[CH3:55], predict the reactants needed to synthesize it. The reactants are: Br[C:2]1[CH:3]=[CH:4][C:5]2[N:9]=[C:8]([CH3:10])[N:7]([C:11]3[N:16]=[CH:15][N:14]=[C:13]([NH2:17])[N:12]=3)[C:6]=2[CH:18]=1.C1(P(C2C=CC=CC=2)CCCP(C2C=CC=CC=2)C2C=CC=CC=2)C=CC=CC=1.C([O-])([O-])=O.[K+].[K+].[C:54]([Si:58]([O:61][CH2:62][C:63]([CH3:67])([CH3:66])[C:64]#[CH:65])([CH3:60])[CH3:59])([CH3:57])([CH3:56])[CH3:55]. (7) Given the product [Br:28][C:29]1[CH:37]=[CH:36][C:32]([C:33]([NH:27][S:24]([C:10]2[CH:11]=[CH:12][C:13]([CH2:15][O:16][Si:17]([C:20]([CH3:21])([CH3:23])[CH3:22])([CH3:19])[CH3:18])=[CH:14][C:9]=2[S:6](=[O:8])(=[O:7])[NH:5][C:1]([CH3:2])([CH3:3])[CH3:4])(=[O:25])=[O:26])=[O:34])=[CH:31][CH:30]=1, predict the reactants needed to synthesize it. The reactants are: [C:1]([NH:5][S:6]([C:9]1[C:10]([S:24]([NH2:27])(=[O:26])=[O:25])=[CH:11][CH:12]=[C:13]([CH2:15][O:16][Si:17]([C:20]([CH3:23])([CH3:22])[CH3:21])([CH3:19])[CH3:18])[CH:14]=1)(=[O:8])=[O:7])([CH3:4])([CH3:3])[CH3:2].[Br:28][C:29]1[CH:37]=[CH:36][C:32]([C:33](O)=[O:34])=[CH:31][CH:30]=1.Cl.CN(C)CCCN=C=NCC.O.